Task: Predict the product of the given reaction.. Dataset: Forward reaction prediction with 1.9M reactions from USPTO patents (1976-2016) (1) Given the reactants [CH2:1]([N:8]1[CH2:12][CH2:11][C@@H:10]([NH:13][C:14]2[N:19]=[CH:18][C:17](/[CH:20]=[CH:21]/[C:22]([OH:24])=O)=[CH:16][C:15]=2[CH3:25])[CH2:9]1)[C:2]1[CH:7]=[CH:6][CH:5]=[CH:4][CH:3]=1.[O:26]1[CH2:31][CH2:30][CH2:29][CH2:28][CH:27]1[O:32][NH2:33].C1C=CC2N(O)N=NC=2C=1.CCN=C=NCCCN(C)C, predict the reaction product. The product is: [CH2:1]([N:8]1[CH2:12][CH2:11][C@@H:10]([NH:13][C:14]2[N:19]=[CH:18][C:17](/[CH:20]=[CH:21]/[C:22]([NH:33][O:32][CH:27]3[CH2:28][CH2:29][CH2:30][CH2:31][O:26]3)=[O:24])=[CH:16][C:15]=2[CH3:25])[CH2:9]1)[C:2]1[CH:3]=[CH:4][CH:5]=[CH:6][CH:7]=1. (2) Given the reactants [Cl:1][C:2]1[CH:7]=[CH:6][C:5]([CH2:8][CH:9]([C:15](=O)[CH2:16]C(OCC)=O)[C:10]([O:12]CC)=O)=[CH:4][CH:3]=1.[NH2:23][C:24]1[C:28]([C:29]([O:31][CH2:32][CH3:33])=[O:30])=[CH:27][NH:26][N:25]=1.P(=O)(O)(O)O.O, predict the reaction product. The product is: [Cl:1][C:2]1[CH:3]=[CH:4][C:5]([CH2:8][C:9]2[C:15]([CH3:16])=[N:23][C:24]3[N:25]([N:26]=[CH:27][C:28]=3[C:29]([O:31][CH2:32][CH3:33])=[O:30])[C:10]=2[OH:12])=[CH:6][CH:7]=1. (3) Given the reactants Cl[C:2]1[CH:7]=[CH:6][N:5]=[C:4]2[O:8][C:9]3([CH:15]4[CH2:16][CH2:17][N:12]([CH2:13][CH2:14]4)[CH2:11]3)[CH2:10][C:3]=12.[CH2:18]([NH2:21])[CH2:19][NH2:20], predict the reaction product. The product is: [NH2:20][CH2:19][CH2:18][NH:21][C:2]1[CH:7]=[CH:6][N:5]=[C:4]2[O:8][C:9]3([CH:15]4[CH2:16][CH2:17][N:12]([CH2:13][CH2:14]4)[CH2:11]3)[CH2:10][C:3]=12. (4) Given the reactants [NH2:1][C:2]1[C:6]([CH3:7])=[CH:5][S:4][C:3]=1[C:8]([O:10]C)=O.[NH2:12][C:13](N)=[O:14], predict the reaction product. The product is: [CH3:7][C:6]1[C:2]2[NH:1][C:13](=[O:14])[NH:12][C:8](=[O:10])[C:3]=2[S:4][CH:5]=1.